Task: Predict the product of the given reaction.. Dataset: Forward reaction prediction with 1.9M reactions from USPTO patents (1976-2016) (1) Given the reactants [CH2:1]([O:8][C:9]1[C:10]([CH2:17][NH2:18])=[N:11][C:12]([O:15][CH3:16])=[CH:13][CH:14]=1)[C:2]1[CH:7]=[CH:6][CH:5]=[CH:4][CH:3]=1.[Si:19]([O:26][CH2:27][C:28]1[CH:33]=[C:32]([C:34]([O:36][CH3:37])=[O:35])[CH:31]=[C:30]([CH:38]=O)[N:29]=1)([C:22]([CH3:25])([CH3:24])[CH3:23])([CH3:21])[CH3:20], predict the reaction product. The product is: [CH2:1]([O:8][C:9]1[C:10]([CH2:17][NH:18][CH2:38][C:30]2[CH:31]=[C:32]([C:34]([O:36][CH3:37])=[O:35])[CH:33]=[C:28]([CH2:27][O:26][Si:19]([C:22]([CH3:25])([CH3:24])[CH3:23])([CH3:20])[CH3:21])[N:29]=2)=[N:11][C:12]([O:15][CH3:16])=[CH:13][CH:14]=1)[C:2]1[CH:7]=[CH:6][CH:5]=[CH:4][CH:3]=1. (2) Given the reactants [NH2:1][C@H:2]1[CH2:6][CH2:5][N:4]([C@H:7]2[CH2:12][CH2:11][C@@H:10]([N:13]([CH:15]([CH3:17])[CH3:16])[CH3:14])[CH2:9][C@H:8]2[CH2:18][CH2:19][CH3:20])[C:3]1=[O:21].[C:22]([C:26]1[CH:27]=[C:28]([CH:32]=[C:33]([C:35](OC)=[O:36])[CH:34]=1)[C:29]([OH:31])=[O:30])([CH3:25])([CH3:24])[CH3:23].[Li+].[OH-].CO, predict the reaction product. The product is: [CH:15]([N:13]([CH3:14])[C@@H:10]1[CH2:11][CH2:12][C@H:7]([N:4]2[CH2:5][CH2:6][C@H:2]([NH:1][C:35]([C:33]3[CH:32]=[C:28]([CH:27]=[C:26]([C:22]([CH3:25])([CH3:24])[CH3:23])[CH:34]=3)[C:29]([OH:31])=[O:30])=[O:36])[C:3]2=[O:21])[C@H:8]([CH2:18][CH2:19][CH3:20])[CH2:9]1)([CH3:16])[CH3:17]. (3) The product is: [O:18]=[S:8]1(=[O:17])[C:9]2[CH:16]=[CH:15][CH:14]=[CH:13][C:10]=2[NH:11][C:6]([C:5]2[C:4](=[O:19])[NH:11][C:6]([CH3:5])=[C:25]([C:9]3[CH:16]=[CH:15][CH:14]=[CH:13][CH:10]=3)[C:26]=2[OH:28])=[CH:7]1. Given the reactants C(O[C:4](=[O:19])[CH2:5][C:6]1[N:11](C)[C:10]2[CH:13]=[CH:14][CH:15]=[CH:16][C:9]=2[S:8](=[O:18])(=[O:17])[CH:7]=1)C.[H-].[Na+].N#N.Cl.[CH3:25][C:26]([OH:28])=O, predict the reaction product. (4) Given the reactants C([N:4]1[C:12]2[C:7](=[CH:8][C:9]([C:13]3[CH:18]=[CH:17][N:16]=[C:15]([NH2:19])[N:14]=3)=[CH:10][CH:11]=2)[CH2:6][CH2:5]1)(=O)C.[OH-].[Na+].Cl, predict the reaction product. The product is: [NH:4]1[C:12]2[C:7](=[CH:8][C:9]([C:13]3[CH:18]=[CH:17][N:16]=[C:15]([NH2:19])[N:14]=3)=[CH:10][CH:11]=2)[CH2:6][CH2:5]1.